Dataset: Forward reaction prediction with 1.9M reactions from USPTO patents (1976-2016). Task: Predict the product of the given reaction. (1) Given the reactants [CH:1]1([N:4]2[CH2:9][CH2:8][N:7]([C:10]3[O:11][C:12]4[CH:18]=[CH:17][CH:16]=[CH:15][C:13]=4[N:14]=3)[CH2:6][CH2:5]2)[CH2:3][CH2:2]1.C[CH2:20][N:21](CC)CC.[Cl:26][CH2:27][CH2:28][CH2:29][S:30](Cl)(=[O:32])=[O:31], predict the reaction product. The product is: [CH:1]1([N:4]2[CH2:9][CH2:8][N:7]([C:10]3[O:11][C:12]4[CH:18]=[CH:17][C:16]([CH2:20][NH:21][S:30]([CH2:29][CH2:28][CH2:27][Cl:26])(=[O:32])=[O:31])=[CH:15][C:13]=4[N:14]=3)[CH2:6][CH2:5]2)[CH2:3][CH2:2]1. (2) Given the reactants [NH:1]1[C:9]2[C:4](=[CH:5][CH:6]=[CH:7][C:8]=2[C:10]([O:12][CH3:13])=[O:11])[CH2:3][CH2:2]1.[Cl:14][C:15]1[N:20]=[C:19](Cl)[C:18]([N+:22]([O-:24])=[O:23])=[CH:17][N:16]=1.CCN(C(C)C)C(C)C, predict the reaction product. The product is: [Cl:14][C:15]1[N:20]=[C:19]([N:1]2[C:9]3[C:4](=[CH:5][CH:6]=[CH:7][C:8]=3[C:10]([O:12][CH3:13])=[O:11])[CH2:3][CH2:2]2)[C:18]([N+:22]([O-:24])=[O:23])=[CH:17][N:16]=1. (3) The product is: [NH2:3][C:2]1[N:4]=[C:5]([NH:6][C:10](=[O:13])[CH2:11][CH3:12])[N:7]=[C:8]([NH:9][C:10](=[O:13])[CH2:11][CH3:12])[N:1]=1. Given the reactants [N:1]1[C:8]([NH2:9])=[N:7][C:5]([NH2:6])=[N:4][C:2]=1[NH2:3].[C:10](O[C:10](=[O:13])[CH2:11][CH3:12])(=[O:13])[CH2:11][CH3:12], predict the reaction product. (4) Given the reactants [F:1][C:2]1[CH:3]=[C:4](B(O)O)[CH:5]=[CH:6][CH:7]=1.C(=O)([O-])[O-].[K+].[K+].O.[C:18]1([CH3:24])[CH:23]=[CH:22][CH:21]=[CH:20][CH:19]=1, predict the reaction product. The product is: [F:1][C:2]1[CH:3]=[C:4]([CH:21]2[CH2:22][CH2:23][CH:18]([CH2:24][CH2:3][CH2:2][CH2:7][CH3:6])[CH2:19][CH2:20]2)[CH:5]=[CH:6][C:7]=1[C:4]1[CH:5]=[CH:6][CH:7]=[C:2]([F:1])[CH:3]=1. (5) Given the reactants [CH3:1][C:2]1[N:3]=[C:4]([C:7]2([N:13]([C:17]3[CH:22]=[CH:21][CH:20]=[CH:19][CH:18]=3)[C:14](=[O:16])[CH3:15])[CH2:12][CH2:11][NH:10][CH2:9][CH2:8]2)[S:5][CH:6]=1.[F:23][C:24]1[CH:31]=[CH:30][CH:29]=[C:28]([F:32])[C:25]=1[CH:26]=O.C(O[BH-](OC(=O)C)OC(=O)C)(=O)C.[Na+].C(=O)(O)[O-].[Na+], predict the reaction product. The product is: [F:23][C:24]1[CH:31]=[CH:30][CH:29]=[C:28]([F:32])[C:25]=1[CH2:26][N:10]1[CH2:11][CH2:12][C:7]([N:13]([C:17]2[CH:18]=[CH:19][CH:20]=[CH:21][CH:22]=2)[C:14](=[O:16])[CH3:15])([C:4]2[S:5][CH:6]=[C:2]([CH3:1])[N:3]=2)[CH2:8][CH2:9]1. (6) The product is: [OH:18][CH2:19][CH:20]([N:22]([CH3:61])[C:23]([C:25]1[CH:33]=[C:32]2[C:28]([CH:29]=[C:30]([C:42]3[C:50]4[CH2:49][CH2:48][C:47]([CH3:52])([CH3:51])[CH2:46][C:45]=4[NH:44][N:43]=3)[NH:31]2)=[CH:27][CH:26]=1)=[O:24])[CH3:21]. Given the reactants [Si]([O:18][CH2:19][CH:20]([N:22]([CH3:61])[C:23]([C:25]1[CH:33]=[C:32]2[C:28]([CH:29]=[C:30]([C:42]3[C:50]4[CH2:49][CH2:48][C:47]([CH3:52])([CH3:51])[CH2:46][C:45]=4[N:44](COCC[Si](C)(C)C)[N:43]=3)[N:31]2COCC[Si](C)(C)C)=[CH:27][CH:26]=1)=[O:24])[CH3:21])(C(C)(C)C)(C1C=CC=CC=1)C1C=CC=CC=1.[F-].C([N+](CCCC)(CCCC)CCCC)CCC, predict the reaction product. (7) Given the reactants [CH3:1][N:2]1[CH2:8][CH2:7][CH:6]([OH:9])[C:5]2[CH:10]=[CH:11][O:12][C:4]=2[CH2:3]1.[Cl:13][C:14]1[C:19]([Cl:20])=[CH:18][CH:17]=[CH:16][C:15]=1F, predict the reaction product. The product is: [ClH:13].[Cl:13][C:14]1[C:19]([Cl:20])=[CH:18][CH:17]=[CH:16][C:15]=1[O:9][CH:6]1[CH2:7][CH2:8][N:2]([CH3:1])[CH2:3][C:4]2[O:12][CH:11]=[CH:10][C:5]1=2.